Dataset: Peptide-MHC class II binding affinity with 134,281 pairs from IEDB. Task: Regression. Given a peptide amino acid sequence and an MHC pseudo amino acid sequence, predict their binding affinity value. This is MHC class II binding data. (1) The peptide sequence is VLERYLLEAKEAENI. The MHC is DRB1_1501 with pseudo-sequence DRB1_1501. The binding affinity (normalized) is 0.483. (2) The peptide sequence is KAAVAAAASVPAADK. The MHC is DRB1_0701 with pseudo-sequence DRB1_0701. The binding affinity (normalized) is 0.572. (3) The peptide sequence is VDLAKSLRIAAKIYS. The MHC is HLA-DQA10301-DQB10302 with pseudo-sequence HLA-DQA10301-DQB10302. The binding affinity (normalized) is 0.159.